Dataset: Forward reaction prediction with 1.9M reactions from USPTO patents (1976-2016). Task: Predict the product of the given reaction. (1) Given the reactants C(OC([N:8]1[CH2:13][CH2:12][CH:11]([OH:14])[CH2:10][CH2:9]1)=O)(C)(C)C.F[C:16]1[CH:17]=[CH:18][C:19]([N+:26]([O-:28])=[O:27])=[C:20]([C:22]([F:25])([F:24])[F:23])[CH:21]=1.C(=O)([O-])[O-].[K+].[K+].[ClH:35], predict the reaction product. The product is: [ClH:35].[N+:26]([C:19]1[CH:18]=[CH:17][C:16]([O:14][CH:11]2[CH2:10][CH2:9][NH:8][CH2:13][CH2:12]2)=[CH:21][C:20]=1[C:22]([F:23])([F:24])[F:25])([O-:28])=[O:27].[ClH:35]. (2) Given the reactants Br[C:2]1[CH:7]=[CH:6][C:5]([CH2:8][CH2:9][CH2:10][OH:11])=[CH:4][CH:3]=1.[B:12]1([B:12]2[O:16][C:15]([CH3:18])([CH3:17])[C:14]([CH3:20])([CH3:19])[O:13]2)[O:16][C:15]([CH3:18])([CH3:17])[C:14]([CH3:20])([CH3:19])[O:13]1.C([O-])(=O)C.[K+].Cl, predict the reaction product. The product is: [CH3:19][C:14]1([CH3:20])[C:15]([CH3:18])([CH3:17])[O:16][B:12]([C:2]2[CH:7]=[CH:6][C:5]([CH2:8][CH2:9][CH2:10][OH:11])=[CH:4][CH:3]=2)[O:13]1. (3) The product is: [CH2:32]([O:39][C:40]1[CH:41]=[C:42]([N+:47]([O-:49])=[O:48])[CH:43]=[CH:44][C:45]=1[C:8]1[O:7][C:6]([C:45]2[CH:44]=[CH:43][C:42]([N+:47]([O-:49])=[O:48])=[CH:41][C:40]=2[O:39][CH2:32][C:33]2[CH:34]=[CH:35][CH:36]=[CH:37][CH:38]=2)=[CH:10][CH:9]=1)[C:33]1[CH:38]=[CH:37][CH:36]=[CH:35][CH:34]=1. Given the reactants C([Sn](CCCC)(CCCC)[C:6]1[O:7][C:8]([Sn](CCCC)(CCCC)CCCC)=[CH:9][CH:10]=1)CCC.[CH2:32]([O:39][C:40]1[CH:41]=[C:42]([N+:47]([O-:49])=[O:48])[CH:43]=[CH:44][C:45]=1Br)[C:33]1[CH:38]=[CH:37][CH:36]=[CH:35][CH:34]=1, predict the reaction product. (4) Given the reactants [CH3:1][C:2]1[CH:7]=[C:6]([C:8]2[CH:13]=[CH:12][C:11]([C:14]([F:17])([F:16])[F:15])=[CH:10][CH:9]=2)[C:5]([C:18]([NH:20][C:21]2[CH:26]=[CH:25][C:24]([N+:27]([O-])=O)=[CH:23][CH:22]=2)=[O:19])=[CH:4][CH:3]=1.[H][H], predict the reaction product. The product is: [NH2:27][C:24]1[CH:23]=[CH:22][C:21]([NH:20][C:18]([C:5]2[C:6]([C:8]3[CH:13]=[CH:12][C:11]([C:14]([F:15])([F:16])[F:17])=[CH:10][CH:9]=3)=[CH:7][C:2]([CH3:1])=[CH:3][CH:4]=2)=[O:19])=[CH:26][CH:25]=1. (5) Given the reactants [C:1]([NH:4]/[C:5](=[CH:10]\[C:11]1[CH:16]=[CH:15][C:14]([NH2:17])=[C:13]([CH:18]([CH3:20])[CH3:19])[CH:12]=1)/[C:6]([O:8][CH3:9])=[O:7])(=[O:3])[CH3:2].[H][H], predict the reaction product. The product is: [C:1]([NH:4][C@H:5]([C:6]([O:8][CH3:9])=[O:7])[CH2:10][C:11]1[CH:16]=[CH:15][C:14]([NH2:17])=[C:13]([CH:18]([CH3:20])[CH3:19])[CH:12]=1)(=[O:3])[CH3:2].